This data is from Full USPTO retrosynthesis dataset with 1.9M reactions from patents (1976-2016). The task is: Predict the reactants needed to synthesize the given product. (1) The reactants are: [F:1][C:2]1[CH:7]=[C:6]([I:8])[CH:5]=[CH:4][C:3]=1[NH:9][C:10]1[C:19]2[C:18](=[O:20])[NH:17][CH:16]=[N:15][C:14]=2[N:13]([CH3:21])[C:12](=[O:22])[CH:11]=1.C(=O)([O-])[O-].[K+].[K+].CC1(C)[O:34][C@@H:33]([CH2:35][O:36]N)[CH2:32][O:31]1. Given the product [OH:34][C@H:33]([CH2:35][OH:36])[CH2:32][O:31][N:17]1[C:18](=[O:20])[C:19]2[C:10]([NH:9][C:3]3[CH:4]=[CH:5][C:6]([I:8])=[CH:7][C:2]=3[F:1])=[CH:11][C:12](=[O:22])[N:13]([CH3:21])[C:14]=2[N:15]=[CH:16]1, predict the reactants needed to synthesize it. (2) Given the product [CH2:37]([O:44][CH2:45][C@@H:46]([CH3:47])[O:48][C:9]1[CH:8]=[C:7]([N:6]2[C:2]([NH2:1])=[CH:3][C:4]([C:14]([CH3:17])([CH3:16])[CH3:15])=[N:5]2)[CH:12]=[CH:11][CH:10]=1)[C:38]1[CH:43]=[CH:42][CH:41]=[CH:40][CH:39]=1, predict the reactants needed to synthesize it. The reactants are: [NH2:1][C:2]1[N:6]([C:7]2[CH:12]=[CH:11][CH:10]=[CH:9][C:8]=2O)[N:5]=[C:4]([C:14]([CH3:17])([CH3:16])[CH3:15])[CH:3]=1.C1(P(C2C=CC=CC=2)C2C=CC=CC=2)C=CC=CC=1.[CH2:37]([O:44][CH2:45][C@@H:46]([OH:48])[CH3:47])[C:38]1[CH:43]=[CH:42][CH:41]=[CH:40][CH:39]=1.CC(OC(/N=N/C(OC(C)C)=O)=O)C.